From a dataset of Reaction yield outcomes from USPTO patents with 853,638 reactions. Predict the reaction yield, written as a fraction of the theoretical maximum amount of product (1.0 means a 100% yield; for example, 0.34 means a 34% yield). (1) The reactants are C(OC([N:8]1[CH2:32][CH2:31][C:11]2[N:12]=[C:13]([CH2:24][C:25]3[CH:30]=[CH:29][CH:28]=[CH:27][CH:26]=3)[N:14]=[C:15](OS(C(F)(F)F)(=O)=O)[C:10]=2[CH2:9]1)=O)(C)(C)C.C(OC(N1CCC2N=C(C[C:50]3[CH:55]=[CH:54][CH:53]=[CH:52][CH:51]=3)N=C(O)C=2C1)=O)(C)(C)C.CC([O-])(C)C.[K+].C1C=CC(N(S(C(F)(F)F)(=O)=O)S(C(F)(F)[F:75])(=O)=O)=CC=1. The catalyst is C1COCC1.O. The product is [CH2:24]([C:13]1[N:14]=[C:15]([C:53]2[CH:54]=[CH:55][C:50]([F:75])=[CH:51][CH:52]=2)[C:10]2[CH2:9][NH:8][CH2:32][CH2:31][C:11]=2[N:12]=1)[C:25]1[CH:26]=[CH:27][CH:28]=[CH:29][CH:30]=1. The yield is 0.810. (2) The catalyst is C(Cl)Cl. The yield is 0.460. The product is [O:18]1[CH:22]=[CH:21][CH:20]=[C:19]1[C:23]([NH:1][C:2]1[CH:3]=[CH:4][C:5]([C:8]2[S:9][C:10]3[CH:16]=[C:15]([CH3:17])[CH:14]=[CH:13][C:11]=3[N:12]=2)=[CH:6][CH:7]=1)=[O:24]. The reactants are [NH2:1][C:2]1[CH:7]=[CH:6][C:5]([C:8]2[S:9][C:10]3[CH:16]=[C:15]([CH3:17])[CH:14]=[CH:13][C:11]=3[N:12]=2)=[CH:4][CH:3]=1.[O:18]1[CH:22]=[CH:21][CH:20]=[C:19]1[C:23](Cl)=[O:24].C(N(CC)CC)C. (3) The reactants are [CH3:1][N:2]1[C:7](=[O:8])[C:6]2[C:9]([NH:12][C:13]3[CH:18]=[CH:17][CH:16]=[CH:15][CH:14]=3)=[N:10][NH:11][C:5]=2[NH:4][C:3]1=O.O=P(Cl)(Cl)[Cl:22]. No catalyst specified. The product is [Cl:22][C:3]1[N:2]([CH3:1])[C:7](=[O:8])[C:6]2[C:9]([NH:12][C:13]3[CH:18]=[CH:17][CH:16]=[CH:15][CH:14]=3)=[N:10][NH:11][C:5]=2[N:4]=1. The yield is 0.720. (4) The reactants are [C:1]([C:4]1[CH:9]=[CH:8][CH:7]=[CH:6][C:5]=1[S:10][C:11]1[CH:20]=[CH:19][C:18]2[C:13](=[CH:14][CH:15]=[CH:16][CH:17]=2)[C:12]=1[C:21](O)=[O:22])(O)=[O:2].S(C1C=CC=CC=1C(OC)=O)C1C=CC=CC=1C(OC)=O. No catalyst specified. The product is [OH:22][CH2:21][C:12]1[C:13]2[C:18](=[CH:17][CH:16]=[CH:15][CH:14]=2)[CH:19]=[CH:20][C:11]=1[S:10][C:5]1[CH:6]=[CH:7][CH:8]=[CH:9][C:4]=1[CH2:1][OH:2]. The yield is 0.780. (5) The reactants are [C:1]([O:5][C:6](=[O:29])[NH:7][C:8]1[C:9]([C:13]2[CH:18]=[CH:17][C:16]([O:19]CC3C=CC(OC)=CC=3)=[CH:15][CH:14]=2)=[N:10][O:11][CH:12]=1)([CH3:4])([CH3:3])[CH3:2].ClC1C(=O)C(C#N)=C(C#N)C(=O)C=1Cl.O.C(Cl)Cl.C(OCC)(=O)C. The catalyst is C(Cl)Cl.O. The product is [C:1]([O:5][C:6](=[O:29])[NH:7][C:8]1[C:9]([C:13]2[CH:14]=[CH:15][C:16]([OH:19])=[CH:17][CH:18]=2)=[N:10][O:11][CH:12]=1)([CH3:4])([CH3:2])[CH3:3]. The yield is 0.920. (6) The yield is 0.890. The reactants are [SH:1][C:2]1[Se:3][C:4]2[CH:10]=[CH:9][CH:8]=[CH:7][C:5]=2[N:6]=1.Br[CH2:12][C:13](=[O:19])[C:14]([O:16][CH2:17][CH3:18])=[O:15]. The catalyst is CC#N.ClCCl. The product is [CH2:17]([O:16][C:14](=[O:15])[C:13](=[O:19])[CH2:12][S:1][C:2]1[Se:3][C:4]2[CH:10]=[CH:9][CH:8]=[CH:7][C:5]=2[N:6]=1)[CH3:18].